This data is from CYP3A4 inhibition data for predicting drug metabolism from PubChem BioAssay. The task is: Regression/Classification. Given a drug SMILES string, predict its absorption, distribution, metabolism, or excretion properties. Task type varies by dataset: regression for continuous measurements (e.g., permeability, clearance, half-life) or binary classification for categorical outcomes (e.g., BBB penetration, CYP inhibition). Dataset: cyp3a4_veith. (1) The drug is N#C/C(=C\N1CCNC1=S)C(=O)c1ccc2ccccc2c1. The result is 0 (non-inhibitor). (2) The drug is COc1cc(CNC(=O)CCCCCCC(C)C)ccc1O. The result is 1 (inhibitor).